Dataset: Forward reaction prediction with 1.9M reactions from USPTO patents (1976-2016). Task: Predict the product of the given reaction. (1) Given the reactants [CH2:1]([OH:8])[C:2]1[CH:7]=[CH:6][CH:5]=[CH:4][CH:3]=1.Cl[C:10]1[N:15]=[C:14](Cl)[CH:13]=[CH:12][N:11]=1.C([Li])CCC.C([OH:25])C=C.N1CCCCC1, predict the reaction product. The product is: [CH2:1]([O:8][C:12]1[CH:13]=[CH:14][NH:15][C:10](=[O:25])[N:11]=1)[C:2]1[CH:7]=[CH:6][CH:5]=[CH:4][CH:3]=1. (2) Given the reactants [CH2:1]([C:3]1[N:8]=[C:7]([NH2:9])[CH:6]=[CH:5][CH:4]=1)[CH3:2].[CH2:10]([O:12][C:13](=[O:24])[C:14](=[CH:20]OCC)[C:15]([O:17][CH2:18][CH3:19])=[O:16])[CH3:11], predict the reaction product. The product is: [CH2:10]([O:12][C:13](=[O:24])[C:14](=[CH:20][NH:9][C:7]1[CH:6]=[CH:5][CH:4]=[C:3]([CH2:1][CH3:2])[N:8]=1)[C:15]([O:17][CH2:18][CH3:19])=[O:16])[CH3:11]. (3) Given the reactants [F:1][C:2]([F:26])([F:25])[C:3]1[N:8]2[N:9]=[CH:10][C:11]([C:12](O)=[O:13])=[C:7]2[N:6]=[C:5]([C:15]2[CH:20]=[CH:19][C:18]([C:21]([F:24])([F:23])[F:22])=[CH:17][CH:16]=2)[CH:4]=1.[NH2:27][C:28]1[CH:29]=[C:30]([S:34]([NH:37][CH2:38][CH:39]([CH3:41])[CH3:40])(=[O:36])=[O:35])[CH:31]=[CH:32][CH:33]=1, predict the reaction product. The product is: [CH2:38]([NH:37][S:34]([C:30]1[CH:29]=[C:28]([NH:27][C:12]([C:11]2[CH:10]=[N:9][N:8]3[C:3]([C:2]([F:26])([F:25])[F:1])=[CH:4][C:5]([C:15]4[CH:20]=[CH:19][C:18]([C:21]([F:24])([F:22])[F:23])=[CH:17][CH:16]=4)=[N:6][C:7]=23)=[O:13])[CH:33]=[CH:32][CH:31]=1)(=[O:36])=[O:35])[CH:39]([CH3:41])[CH3:40]. (4) Given the reactants COC[O:4][C:5]1[CH:10]=[CH:9][C:8]([CH:11]=[CH:12][C:13](=[O:15])[CH3:14])=[CH:7][C:6]=1[O:16][CH3:17].[CH:18](=O)[C:19]1[CH:24]=[CH:23][CH:22]=[CH:21][CH:20]=1.[OH-].[Na+].O, predict the reaction product. The product is: [OH:4][C:5]1[CH:10]=[CH:9][C:8]([CH:11]=[CH:12][C:13](=[O:15])[CH:14]=[CH:18][C:19]2[CH:24]=[CH:23][CH:22]=[CH:21][CH:20]=2)=[CH:7][C:6]=1[O:16][CH3:17]. (5) Given the reactants [Si]([O:8][C:9]1[CH:41]=[CH:40][C:12]2[N:13]([C:18]3[CH:23]=[CH:22][C:21]([CH2:24][CH2:25][NH:26][C:27]([NH:29][S:30]([C:33]4[CH:38]=[CH:37][C:36]([CH3:39])=[CH:35][CH:34]=4)(=[O:32])=[O:31])=[O:28])=[CH:20][CH:19]=3)[C:14]([CH2:16][CH3:17])=[N:15][C:11]=2[CH:10]=1)(C(C)(C)C)(C)C.[F-].C([N+](CCCC)(CCCC)CCCC)CCC, predict the reaction product. The product is: [CH2:16]([C:14]1[N:13]([C:18]2[CH:23]=[CH:22][C:21]([CH2:24][CH2:25][NH:26][C:27]([NH:29][S:30]([C:33]3[CH:38]=[CH:37][C:36]([CH3:39])=[CH:35][CH:34]=3)(=[O:32])=[O:31])=[O:28])=[CH:20][CH:19]=2)[C:12]2[CH:40]=[CH:41][C:9]([OH:8])=[CH:10][C:11]=2[N:15]=1)[CH3:17]. (6) Given the reactants [CH3:1][S:2]([C:5]1[CH:25]=[CH:24][C:8]([CH2:9][N:10]2[CH:19]=[CH:18][C:17]3[C:12](=[CH:13][C:14]([C:20](O)=[O:21])=[CH:15][CH:16]=3)[C:11]2=[O:23])=[CH:7][CH:6]=1)(=[O:4])=[O:3].[CH3:26][C:27]1[CH:34]=[CH:33][C:30]([CH2:31][NH2:32])=[CH:29][CH:28]=1, predict the reaction product. The product is: [CH3:26][C:27]1[CH:34]=[CH:33][C:30]([CH2:31][NH:32][C:20]([C:14]2[CH:13]=[C:12]3[C:17]([CH:18]=[CH:19][N:10]([CH2:9][C:8]4[CH:7]=[CH:6][C:5]([S:2]([CH3:1])(=[O:3])=[O:4])=[CH:25][CH:24]=4)[C:11]3=[O:23])=[CH:16][CH:15]=2)=[O:21])=[CH:29][CH:28]=1.